From a dataset of Forward reaction prediction with 1.9M reactions from USPTO patents (1976-2016). Predict the product of the given reaction. (1) Given the reactants FC(F)(F)S(OC1[CH2:15][C@@H:14]2[N:10]([CH2:11][C@H:12]([O:23][C@@H:24]([C:26]3[CH:31]=[C:30]([C:32]([F:35])([F:34])[F:33])[CH:29]=[C:28]([C:36]([F:39])([F:38])[F:37])[CH:27]=3)[CH3:25])[C@H:13]2[C:16]2[CH:21]=[CH:20][C:19]([F:22])=[CH:18][CH:17]=2)C(=O)C=1)(=O)=O.[C:43]1(B(O)O)[CH:48]=[CH:47][CH:46]=[CH:45][CH:44]=1.[C:52]([O-:55])([O-])=O.[Na+].[Na+].O.[C:59]1(C)C=CC=C[CH:60]=1, predict the reaction product. The product is: [F:33][C:32]([F:35])([F:34])[C:30]1[CH:31]=[C:26]([C@H:24]([O:23][C@H:12]2[CH2:11][N:10]3[C@@H:14]([CH2:15][C:59]([C:43]4[CH:48]=[CH:47][CH:46]=[CH:45][CH:44]=4)=[CH:60][C:52]3=[O:55])[C@@H:13]2[C:16]2[CH:17]=[CH:18][C:19]([F:22])=[CH:20][CH:21]=2)[CH3:25])[CH:27]=[C:28]([C:36]([F:37])([F:39])[F:38])[CH:29]=1. (2) Given the reactants Cl[CH:2]([CH3:33])[C:3]([NH:5][C:6]1[CH:7]=[C:8]([CH:25]=[CH:26][C:27]=1[O:28][C:29]([F:32])([F:31])[F:30])[C:9]([NH:11][C:12]1[CH:13]=[N:14][C:15]([C:18]2[CH:23]=[CH:22][CH:21]=[CH:20][C:19]=2[F:24])=[CH:16][CH:17]=1)=[O:10])=[O:4].[NH:34]1[CH2:39][CH2:38][O:37][CH2:36][CH2:35]1.C(N(CC)CC)C.[I-].[K+], predict the reaction product. The product is: [F:24][C:19]1[CH:20]=[CH:21][CH:22]=[CH:23][C:18]=1[C:15]1[N:14]=[CH:13][C:12]([NH:11][C:9](=[O:10])[C:8]2[CH:25]=[CH:26][C:27]([O:28][C:29]([F:32])([F:31])[F:30])=[C:6]([NH:5][C:3](=[O:4])[CH:2]([N:34]3[CH2:39][CH2:38][O:37][CH2:36][CH2:35]3)[CH3:33])[CH:7]=2)=[CH:17][CH:16]=1.